This data is from NCI-60 drug combinations with 297,098 pairs across 59 cell lines. The task is: Regression. Given two drug SMILES strings and cell line genomic features, predict the synergy score measuring deviation from expected non-interaction effect. Drug 1: CC1=C(N=C(N=C1N)C(CC(=O)N)NCC(C(=O)N)N)C(=O)NC(C(C2=CN=CN2)OC3C(C(C(C(O3)CO)O)O)OC4C(C(C(C(O4)CO)O)OC(=O)N)O)C(=O)NC(C)C(C(C)C(=O)NC(C(C)O)C(=O)NCCC5=NC(=CS5)C6=NC(=CS6)C(=O)NCCC[S+](C)C)O. Drug 2: COC1=C2C(=CC3=C1OC=C3)C=CC(=O)O2. Cell line: SK-OV-3. Synergy scores: CSS=4.14, Synergy_ZIP=-0.913, Synergy_Bliss=3.30, Synergy_Loewe=-1.65, Synergy_HSA=2.07.